The task is: Predict the reaction yield, written as a fraction of the theoretical maximum amount of product (1.0 means a 100% yield; for example, 0.34 means a 34% yield).. This data is from Reaction yield outcomes from USPTO patents with 853,638 reactions. The catalyst is C1(C)C=CC=CC=1. The reactants are [N:1]1([C:6]2[CH:11]=[CH:10][C:9]([C:12](O)([CH2:14][CH:15]([C:20]3[CH:25]=[C:24]([Cl:26])[CH:23]=[C:22]([Cl:27])[CH:21]=3)[C:16]([F:19])([F:18])[F:17])[CH3:13])=[CH:8][CH:7]=2)[CH:5]=[N:4][CH:3]=[N:2]1.C1(C)C=CC(S(O)(=O)=O)=CC=1. The product is [Cl:26][C:24]1[CH:25]=[C:20]([CH:15]([C:16]([F:17])([F:19])[F:18])/[CH:14]=[C:12](/[C:9]2[CH:10]=[CH:11][C:6]([N:1]3[CH:5]=[N:4][CH:3]=[N:2]3)=[CH:7][CH:8]=2)\[CH3:13])[CH:21]=[C:22]([Cl:27])[CH:23]=1. The yield is 0.310.